This data is from Forward reaction prediction with 1.9M reactions from USPTO patents (1976-2016). The task is: Predict the product of the given reaction. The product is: [Cl:10][C:7]1[CH:6]=[CH:5][C:4]([CH2:3][C:2]2([Br:1])[CH2:11][C:15]2([Br:18])[Br:16])=[CH:9][CH:8]=1. Given the reactants [Br:1][C:2](=[CH2:11])[CH2:3][C:4]1[CH:9]=[CH:8][C:7]([Cl:10])=[CH:6][CH:5]=1.[OH-].[Na+].O.[CH:15]([Br:18])(Br)[Br:16], predict the reaction product.